This data is from Full USPTO retrosynthesis dataset with 1.9M reactions from patents (1976-2016). The task is: Predict the reactants needed to synthesize the given product. (1) Given the product [Cl:1][C:2]1[N:3]=[CH:4][C:5]2[S:10][CH:9]=[C:8]([C:11]([NH:14][C:15]3[CH:22]=[CH:21][C:18]([C:19]#[N:20])=[C:17]([CH3:23])[N:16]=3)=[O:12])[C:6]=2[N:7]=1, predict the reactants needed to synthesize it. The reactants are: [Cl:1][C:2]1[N:3]=[CH:4][C:5]2[S:10][CH:9]=[C:8]([C:11](Cl)=[O:12])[C:6]=2[N:7]=1.[NH2:14][C:15]1[CH:22]=[CH:21][C:18]([C:19]#[N:20])=[C:17]([CH3:23])[N:16]=1.N1C=CC=CC=1. (2) Given the product [CH3:1][N:2]([CH3:20])[C:3]([C:5]1[N:14]([CH:15]2[CH2:19][CH2:18][CH2:17][CH2:16]2)[C:8]2[N:9]=[C:10]([NH:40][C:37]3[CH:38]=[CH:39][C:34]([N:31]4[CH2:32][CH2:33][NH:28][C:29]([CH3:42])([CH3:41])[CH2:30]4)=[CH:35][N:36]=3)[N:11]=[CH:12][C:7]=2[CH:6]=1)=[O:4], predict the reactants needed to synthesize it. The reactants are: [CH3:1][N:2]([CH3:20])[C:3]([C:5]1[N:14]([CH:15]2[CH2:19][CH2:18][CH2:17][CH2:16]2)[C:8]2[N:9]=[C:10](Cl)[N:11]=[CH:12][C:7]=2[CH:6]=1)=[O:4].C(OC([N:28]1[CH2:33][CH2:32][N:31]([C:34]2[CH:35]=[N:36][C:37]([NH2:40])=[CH:38][CH:39]=2)[CH2:30][C:29]1([CH3:42])[CH3:41])=O)(C)(C)C. (3) Given the product [OH:31][C:28]1[CH:27]=[CH:26][C:25]([CH2:24][N:9]([C:10]2[CH:15]=[CH:14][C:13]([O:16][CH2:17][CH2:18][N:19]3[CH2:23][CH2:22][CH2:21][CH2:20]3)=[CH:12][CH:11]=2)[C:7]([CH:1]2[CH2:6][CH2:5][CH2:4][CH2:3][CH2:2]2)=[O:8])=[CH:30][CH:29]=1, predict the reactants needed to synthesize it. The reactants are: [CH:1]1([C:7]([N:9]([CH2:24][C:25]2[CH:30]=[CH:29][C:28]([O:31]S(C3C=CC(C)=CC=3)(=O)=O)=[CH:27][CH:26]=2)[C:10]2[CH:15]=[CH:14][C:13]([O:16][CH2:17][CH2:18][N:19]3[CH2:23][CH2:22][CH2:21][CH2:20]3)=[CH:12][CH:11]=2)=[O:8])[CH2:6][CH2:5][CH2:4][CH2:3][CH2:2]1.[OH-].[Na+]. (4) Given the product [CH3:13][O:14][C:15]1[CH:32]=[C:31]([O:33][CH3:34])[CH:30]=[CH:29][C:16]=1[CH2:17][N:18]([CH2:22][C@@H:23]1[O:27][C:26](=[O:28])[N:25]([C:2]2[CH:11]=[CH:10][C:9]3[C:8](=[O:12])[CH2:7][CH2:6][CH2:5][C:4]=3[CH:3]=2)[CH2:24]1)[C:19](=[O:21])[CH3:20], predict the reactants needed to synthesize it. The reactants are: Br[C:2]1[CH:3]=[C:4]2[C:9](=[CH:10][CH:11]=1)[C:8](=[O:12])[CH2:7][CH2:6][CH2:5]2.[CH3:13][O:14][C:15]1[CH:32]=[C:31]([O:33][CH3:34])[CH:30]=[CH:29][C:16]=1[CH2:17][N:18]([CH2:22][C@@H:23]1[O:27][C:26](=[O:28])[NH:25][CH2:24]1)[C:19](=[O:21])[CH3:20].C(=O)([O-])[O-].[K+].[K+].N[C@@H]1CCCC[C@H]1N. (5) The reactants are: [F:1][C:2]1[CH:7]=[C:6]([F:8])[CH:5]=[CH:4][C:3]=1[C:9]1[CH:14]=[CH:13][C:12]([S:15]([NH:18][C:19]2[CH:24]=[CH:23][CH:22]=[C:21]([CH:25]3[CH2:27][O:26]3)[CH:20]=2)(=[O:17])=[O:16])=[CH:11][CH:10]=1.[CH3:28][NH:29][CH3:30]. Given the product [CH3:28][N:29]([CH3:30])[CH:25]([C:21]1[CH:20]=[C:19]([NH:18][S:15]([C:12]2[CH:13]=[CH:14][C:9]([C:3]3[CH:4]=[CH:5][C:6]([F:8])=[CH:7][C:2]=3[F:1])=[CH:10][CH:11]=2)(=[O:17])=[O:16])[CH:24]=[CH:23][CH:22]=1)[CH2:27][OH:26], predict the reactants needed to synthesize it.